This data is from Catalyst prediction with 721,799 reactions and 888 catalyst types from USPTO. The task is: Predict which catalyst facilitates the given reaction. Reactant: [CH3:1][O:2][C:3]([C:5]1[N:6]=[C:7]2[N:18]([CH2:19][C:20](=[O:27])[N:21]3[CH2:26][CH2:25][CH2:24][CH2:23][CH2:22]3)[CH:17]=[CH:16][N:8]2[C:9](=[O:15])[C:10]=1[O:11]C(=O)C)=[O:4].C([O-])([O-])=O.[K+].[K+]. Product: [CH3:1][O:2][C:3]([C:5]1[N:6]=[C:7]2[N:18]([CH2:19][C:20](=[O:27])[N:21]3[CH2:26][CH2:25][CH2:24][CH2:23][CH2:22]3)[CH:17]=[CH:16][N:8]2[C:9](=[O:15])[C:10]=1[OH:11])=[O:4]. The catalyst class is: 5.